Dataset: Forward reaction prediction with 1.9M reactions from USPTO patents (1976-2016). Task: Predict the product of the given reaction. (1) Given the reactants [CH:1]1[C:10]2[C:5](=[CH:6][CH:7]=[CH:8][CH:9]=2)[CH:4]=[CH:3][C:2]=1[CH2:11][C:12]#[N:13].[CH3:14][O:15][C:16](=[O:19])[CH:17]=[CH2:18].[C:20](O)(C)(C)C.C[CH2:26][O:27][C:28]([CH3:30])=[O:29].CCCCCCC, predict the reaction product. The product is: [C:12]([C:11]([C:2]1[CH:3]=[CH:4][C:5]2[C:10](=[CH:9][CH:8]=[CH:7][CH:6]=2)[CH:1]=1)([CH2:20][CH2:30][C:28]([O:27][CH3:26])=[O:29])[CH2:18][CH2:17][C:16]([O:15][CH3:14])=[O:19])#[N:13]. (2) Given the reactants [O:1]1[CH2:6][CH2:5][N:4]([CH2:7][C:8]2[O:9][C:10]3[C:15]([C:16](=[O:24])[C:17]=2[C:18]2[CH:23]=[CH:22][CH:21]=[CH:20][CH:19]=2)=[CH:14][CH:13]=[CH:12][CH:11]=3)[CH2:3][CH2:2]1.[ClH:25], predict the reaction product. The product is: [ClH:25].[O:1]1[CH2:6][CH2:5][N:4]([CH2:7][C:8]2[O:9][C:10]3[C:15]([C:16](=[O:24])[C:17]=2[C:18]2[CH:19]=[CH:20][CH:21]=[CH:22][CH:23]=2)=[CH:14][CH:13]=[CH:12][CH:11]=3)[CH2:3][CH2:2]1.